This data is from Reaction yield outcomes from USPTO patents with 853,638 reactions. The task is: Predict the reaction yield, written as a fraction of the theoretical maximum amount of product (1.0 means a 100% yield; for example, 0.34 means a 34% yield). The reactants are [OH:1][C:2]1[CH:9]=[CH:8][C:5]([CH:6]=[O:7])=[CH:4][CH:3]=1.I[C:11]1([CH3:17])[CH2:15][CH2:14][CH:13](C)[CH2:12]1.[I-].[Na+]. No catalyst specified. The product is [CH:11]1([CH2:17][O:1][C:2]2[CH:9]=[CH:8][C:5]([CH:6]=[O:7])=[CH:4][CH:3]=2)[CH2:15][CH2:14][CH2:13][CH2:12]1. The yield is 0.500.